This data is from Catalyst prediction with 721,799 reactions and 888 catalyst types from USPTO. The task is: Predict which catalyst facilitates the given reaction. (1) Reactant: C(COCC(CNC1C=C2C(=CC=1)N(CCCS([O-])(=O)=O)/C(=C\C=C\C=C1/S(=O)(=O)C3C=CC=CC=3C/1=O)/C2(C)C)=O)(O)=O.[Na+].[C:46]([CH2:49][O:50][CH2:51][C:52]([N:54]([CH3:87])[C:55]1[CH:86]=[CH:85][C:58]2[N:59]([CH2:78][CH2:79][CH2:80][S:81]([O-:84])(=[O:83])=[O:82])/[C:60](=[CH:62]/C=C/C=C3\S(=O)(=O)C4C=CC=CC=4C\3=O)/[S:61][C:57]=2[CH:56]=1)=[O:53])([OH:48])=[O:47].[Na+].C([O-])(=O)C.[Na+]. Product: [C:46]([CH2:49][O:50][CH2:51][C:52]([N:54]([CH3:87])[C:55]1[CH:86]=[CH:85][C:58]2[N+:59]([CH2:78][CH2:79][CH2:80][S:81]([O-:84])(=[O:82])=[O:83])=[C:60]([CH3:62])[S:61][C:57]=2[CH:56]=1)=[O:53])([OH:48])=[O:47]. The catalyst class is: 15. (2) Reactant: [C:1]([O:5][C:6]([N:8]1[CH2:12][C@H:11]([O:13][CH3:14])[CH2:10][C@H:9]1[C:15]([O:17]C)=[O:16])=[O:7])([CH3:4])([CH3:3])[CH3:2].[OH-].[Li+].[Cl-].[Na+].Cl. Product: [C:1]([O:5][C:6]([N:8]1[CH2:12][C@H:11]([O:13][CH3:14])[CH2:10][C@H:9]1[C:15]([OH:17])=[O:16])=[O:7])([CH3:4])([CH3:2])[CH3:3]. The catalyst class is: 10. (3) Reactant: [F:1][C:2]1[CH:7]=[C:6]([I:8])[CH:5]=[CH:4][C:3]=1[NH:9][C:10]1[CH2:14][S:13][CH2:12][C:11]=1[C:15]([O:17][CH3:18])=[O:16].ClC1C(=O)C(Cl)=C(Cl)C(=O)C=1Cl. Product: [F:1][C:2]1[CH:7]=[C:6]([I:8])[CH:5]=[CH:4][C:3]=1[NH:9][C:10]1[C:11]([C:15]([O:17][CH3:18])=[O:16])=[CH:12][S:13][CH:14]=1. The catalyst class is: 11. (4) Reactant: C[O:2][C:3](=[O:24])[C:4]1[CH:9]=[CH:8][C:7]([O:10][CH2:11][C:12]2[C:13]([C:18]3[CH:23]=[CH:22][CH:21]=[CH:20][N:19]=3)=[N:14][O:15][C:16]=2[CH3:17])=[N:6][CH:5]=1.O.[OH-].[Li+].Cl. Product: [CH3:17][C:16]1[O:15][N:14]=[C:13]([C:18]2[CH:23]=[CH:22][CH:21]=[CH:20][N:19]=2)[C:12]=1[CH2:11][O:10][C:7]1[CH:8]=[CH:9][C:4]([C:3]([OH:24])=[O:2])=[CH:5][N:6]=1. The catalyst class is: 87. (5) Reactant: [Cl:1][C:2]1[CH:3]=[C:4]2[C:8](=[C:9]([C:11]([O:13][CH2:14][CH3:15])=[O:12])[CH:10]=1)[NH:7][CH:6]=[CH:5]2.C([BH3-])#N.[Na+]. Product: [ClH:1].[Cl:1][C:2]1[CH:3]=[C:4]2[C:8](=[C:9]([C:11]([O:13][CH2:14][CH3:15])=[O:12])[CH:10]=1)[NH:7][CH2:6][CH2:5]2. The catalyst class is: 15. (6) Reactant: [Br:1][C:2]1[S:3][C:4]([C:8]([OH:10])=[O:9])=[C:5]([Br:7])[N:6]=1.[CH3:11]N(C)CCCN=C=NCC. Product: [CH3:11][O:9][C:8]([C:4]1[S:3][C:2]([Br:1])=[N:6][C:5]=1[Br:7])=[O:10]. The catalyst class is: 5. (7) The catalyst class is: 68. Reactant: [CH:1]1([CH2:4][N:5]2[C:10](=[O:11])[C:9](O)=[N:8][C:7]3[CH:13]=[CH:14][CH:15]=[N:16][C:6]2=3)[CH2:3][CH2:2]1.P(Br)(Br)([Br:19])=O.C(=O)([O-])[O-].[Na+].[Na+]. Product: [Br:19][C:9]1[C:10](=[O:11])[N:5]([CH2:4][CH:1]2[CH2:3][CH2:2]2)[C:6]2[N:16]=[CH:15][CH:14]=[CH:13][C:7]=2[N:8]=1. (8) Reactant: [CH:1]([Si:4]([CH:17]([CH3:19])[CH3:18])([CH:14]([CH3:16])[CH3:15])[O:5][C:6]([C:8]1[CH:13]=[CH:12][CH:11]=[CH:10][N:9]=1)=[CH2:7])([CH3:3])[CH3:2].C1C(=O)N([Cl:27])C(=O)C1.CCOCC. Product: [Cl:27][CH:7]=[C:6]([C:8]1[CH:13]=[CH:12][CH:11]=[CH:10][N:9]=1)[O:5][Si:4]([CH:1]([CH3:2])[CH3:3])([CH:14]([CH3:16])[CH3:15])[CH:17]([CH3:19])[CH3:18]. The catalyst class is: 1. (9) Reactant: [NH2:1][C:2]1[N:10]=[CH:9][CH:8]=[CH:7][C:3]=1[C:4]([OH:6])=O.ON1C2C=CC=CC=2N=N1.CCN=C=NCCCN(C)C.[Br:32][C:33]1[CH:34]=[C:35]([O:39][C:40]2[CH:47]=[CH:46][C:43]([CH2:44][NH2:45])=[CH:42][CH:41]=2)[CH:36]=[CH:37][CH:38]=1.C(=O)(O)[O-].[Na+]. Product: [Br:32][C:33]1[CH:34]=[C:35]([O:39][C:40]2[CH:47]=[CH:46][C:43]([CH2:44][NH:45][C:4](=[O:6])[C:3]3[CH:7]=[CH:8][CH:9]=[N:10][C:2]=3[NH2:1])=[CH:42][CH:41]=2)[CH:36]=[CH:37][CH:38]=1. The catalyst class is: 3. (10) Product: [C:34]1([CH3:44])[CH:35]=[CH:36][C:37]([S:40]([OH:43])(=[O:41])=[O:42])=[CH:38][CH:39]=1.[Cl:1][C:2]1[CH:7]=[C:6]([O:8][C:9]2[C:18]3[C:13](=[CH:14][C:15]([O:21][CH3:22])=[C:16]([O:19][CH3:20])[CH:17]=3)[N:12]=[CH:11][CH:10]=2)[CH:5]=[CH:4][C:3]=1[NH:23][C:24]([NH:26][C:27]1[CH:31]=[C:30]([CH3:32])[O:29][N:28]=1)=[O:25]. Reactant: [Cl:1][C:2]1[CH:7]=[C:6]([O:8][C:9]2[C:18]3[C:13](=[CH:14][C:15]([O:21][CH3:22])=[C:16]([O:19][CH3:20])[CH:17]=3)[N:12]=[CH:11][CH:10]=2)[CH:5]=[CH:4][C:3]=1[NH:23][C:24]([NH:26][C:27]1[CH:31]=[C:30]([CH3:32])[O:29][N:28]=1)=[O:25].O.[C:34]1([CH3:44])[CH:39]=[CH:38][C:37]([S:40]([OH:43])(=[O:42])=[O:41])=[CH:36][CH:35]=1.O. The catalyst class is: 382.